This data is from Reaction yield outcomes from USPTO patents with 853,638 reactions. The task is: Predict the reaction yield, written as a fraction of the theoretical maximum amount of product (1.0 means a 100% yield; for example, 0.34 means a 34% yield). (1) The reactants are [CH3:1][O:2][C:3]1[CH:4]=[C:5]2[C:10](=[CH:11][C:12]=1[O:13][CH2:14][CH2:15][NH2:16])[N:9]=[CH:8][CH:7]=[C:6]2[O:17][C:18]1[C:19]([CH3:28])=[N:20][C:21]2[C:26]([CH:27]=1)=[CH:25][CH:24]=[CH:23][CH:22]=2.[C:29]([NH:36][C:37]([NH:46][C:47]([O:49][C:50]([CH3:53])([CH3:52])[CH3:51])=[O:48])=NS(C(F)(F)F)(=O)=O)([O:31][C:32]([CH3:35])([CH3:34])[CH3:33])=[O:30]. The catalyst is ClCCl.CN(C)C=O. The product is [CH3:1][O:2][C:3]1[CH:4]=[C:5]2[C:10](=[CH:11][C:12]=1[O:13][CH2:14][CH2:15][NH:16][C:37]([NH:36][C:29]([O:31][C:32]([CH3:35])([CH3:34])[CH3:33])=[O:30])=[N:46][C:47]([O:49][C:50]([CH3:53])([CH3:52])[CH3:51])=[O:48])[N:9]=[CH:8][CH:7]=[C:6]2[O:17][C:18]1[C:19]([CH3:28])=[N:20][C:21]2[C:26]([CH:27]=1)=[CH:25][CH:24]=[CH:23][CH:22]=2. The yield is 0.330. (2) The reactants are [OH:1][CH2:2][C:3]1[NH:4][C:5]2[CH:11]=[CH:10][CH:9]=[CH:8][C:6]=2[N:7]=1.C(N(CC)C(C)C)(C)C.[CH3:21][Si:22]([CH3:29])([CH3:28])[CH2:23][CH2:24][O:25][CH2:26]Cl. The catalyst is CN(C=O)C. The product is [CH3:21][Si:22]([CH3:29])([CH3:28])[CH2:23][CH2:24][O:25][CH2:26][N:7]1[C:6]2[CH:8]=[CH:9][CH:10]=[CH:11][C:5]=2[N:4]=[C:3]1[CH2:2][OH:1]. The yield is 0.440. (3) The catalyst is C(Cl)Cl. The yield is 0.999. The reactants are [CH3:1][S:2](Cl)(=[O:4])=[O:3].[CH:6]([C@H:19]1[CH2:24][C@H:23]([OH:25])[CH2:22][CH2:21][O:20]1)([C:13]1[CH:18]=[CH:17][CH:16]=[CH:15][CH:14]=1)[C:7]1[CH:12]=[CH:11][CH:10]=[CH:9][CH:8]=1.C(N(CC)CC)C. The product is [CH:6]([C@H:19]1[CH2:24][C@H:23]([O:25][S:2]([CH3:1])(=[O:4])=[O:3])[CH2:22][CH2:21][O:20]1)([C:13]1[CH:18]=[CH:17][CH:16]=[CH:15][CH:14]=1)[C:7]1[CH:8]=[CH:9][CH:10]=[CH:11][CH:12]=1. (4) The reactants are [OH:1][CH2:2][CH:3]1[CH2:8][CH2:7][N:6]([C:9]([O:11][C:12]([CH3:15])([CH3:14])[CH3:13])=[O:10])[CH2:5][CH2:4]1.[H-].[Na+].[Cl:18][C:19]1[N:20]=[N:21][C:22](Cl)=[CH:23][CH:24]=1.O. The catalyst is CN(C=O)C. The product is [Cl:18][C:19]1[N:20]=[N:21][C:22]([O:1][CH2:2][CH:3]2[CH2:8][CH2:7][N:6]([C:9]([O:11][C:12]([CH3:15])([CH3:14])[CH3:13])=[O:10])[CH2:5][CH2:4]2)=[CH:23][CH:24]=1. The yield is 0.560.